Dataset: Peptide-MHC class I binding affinity with 185,985 pairs from IEDB/IMGT. Task: Regression. Given a peptide amino acid sequence and an MHC pseudo amino acid sequence, predict their binding affinity value. This is MHC class I binding data. (1) The peptide sequence is VWAPLILAYFPVF. The MHC is HLA-B58:01 with pseudo-sequence HLA-B58:01. The binding affinity (normalized) is 0.0573. (2) The peptide sequence is ATIESVQGAK. The MHC is HLA-A68:01 with pseudo-sequence HLA-A68:01. The binding affinity (normalized) is 0.654. (3) The peptide sequence is NLNELVKHGL. The MHC is HLA-A02:02 with pseudo-sequence HLA-A02:02. The binding affinity (normalized) is 0.568. (4) The peptide sequence is TCDGNTFTY. The MHC is HLA-A26:01 with pseudo-sequence HLA-A26:01. The binding affinity (normalized) is 0.0239. (5) The peptide sequence is RPMTFKAAV. The MHC is HLA-A23:01 with pseudo-sequence HLA-A23:01. The binding affinity (normalized) is 0.361. (6) The peptide sequence is KNWMTQTLL. The MHC is HLA-A02:06 with pseudo-sequence HLA-A02:06. The binding affinity (normalized) is 0.172. (7) The peptide sequence is QMRVRYYGL. The MHC is HLA-B15:09 with pseudo-sequence HLA-B15:09. The binding affinity (normalized) is 0.0847. (8) The peptide sequence is KMLKRGSRK. The MHC is HLA-A11:01 with pseudo-sequence HLA-A11:01. The binding affinity (normalized) is 0.516.